From a dataset of NCI-60 drug combinations with 297,098 pairs across 59 cell lines. Regression. Given two drug SMILES strings and cell line genomic features, predict the synergy score measuring deviation from expected non-interaction effect. (1) Drug 1: C1=CN(C=N1)CC(O)(P(=O)(O)O)P(=O)(O)O. Drug 2: N.N.Cl[Pt+2]Cl. Cell line: NCI-H322M. Synergy scores: CSS=-0.870, Synergy_ZIP=0.0436, Synergy_Bliss=-3.47, Synergy_Loewe=-4.82, Synergy_HSA=-5.58. (2) Drug 1: CC(CN1CC(=O)NC(=O)C1)N2CC(=O)NC(=O)C2. Drug 2: CC1C(C(CC(O1)OC2CC(CC3=C2C(=C4C(=C3O)C(=O)C5=CC=CC=C5C4=O)O)(C(=O)C)O)N)O. Cell line: COLO 205. Synergy scores: CSS=54.0, Synergy_ZIP=-11.1, Synergy_Bliss=-17.2, Synergy_Loewe=-15.9, Synergy_HSA=-13.6. (3) Drug 1: CNC(=O)C1=NC=CC(=C1)OC2=CC=C(C=C2)NC(=O)NC3=CC(=C(C=C3)Cl)C(F)(F)F. Drug 2: C1C(C(OC1N2C=NC(=NC2=O)N)CO)O. Cell line: RPMI-8226. Synergy scores: CSS=32.8, Synergy_ZIP=4.82, Synergy_Bliss=5.00, Synergy_Loewe=-4.85, Synergy_HSA=9.17. (4) Drug 1: COC1=CC(=CC(=C1O)OC)C2C3C(COC3=O)C(C4=CC5=C(C=C24)OCO5)OC6C(C(C7C(O6)COC(O7)C8=CC=CS8)O)O. Drug 2: CC1C(C(CC(O1)OC2CC(CC3=C2C(=C4C(=C3O)C(=O)C5=C(C4=O)C(=CC=C5)OC)O)(C(=O)CO)O)N)O.Cl. Cell line: NCI-H322M. Synergy scores: CSS=27.0, Synergy_ZIP=-5.04, Synergy_Bliss=-5.97, Synergy_Loewe=-11.0, Synergy_HSA=-4.68. (5) Drug 1: C1CCC(C1)C(CC#N)N2C=C(C=N2)C3=C4C=CNC4=NC=N3. Drug 2: C1=CC=C(C=C1)NC(=O)CCCCCCC(=O)NO. Cell line: A549. Synergy scores: CSS=12.3, Synergy_ZIP=-3.56, Synergy_Bliss=0.264, Synergy_Loewe=-1.03, Synergy_HSA=0.339. (6) Drug 1: CC1=C(C=C(C=C1)NC(=O)C2=CC=C(C=C2)CN3CCN(CC3)C)NC4=NC=CC(=N4)C5=CN=CC=C5. Drug 2: CC1C(C(CC(O1)OC2CC(CC3=C2C(=C4C(=C3O)C(=O)C5=C(C4=O)C(=CC=C5)OC)O)(C(=O)CO)O)N)O.Cl. Cell line: OVCAR-8. Synergy scores: CSS=21.3, Synergy_ZIP=-2.69, Synergy_Bliss=-1.29, Synergy_Loewe=-20.4, Synergy_HSA=-1.53. (7) Drug 1: C1C(C(OC1N2C=NC3=C(N=C(N=C32)Cl)N)CO)O. Drug 2: CC1CCC2CC(C(=CC=CC=CC(CC(C(=O)C(C(C(=CC(C(=O)CC(OC(=O)C3CCCCN3C(=O)C(=O)C1(O2)O)C(C)CC4CCC(C(C4)OC)OCCO)C)C)O)OC)C)C)C)OC. Cell line: SNB-75. Synergy scores: CSS=-0.0660, Synergy_ZIP=-0.130, Synergy_Bliss=-0.489, Synergy_Loewe=-35.9, Synergy_HSA=-1.15.